This data is from Full USPTO retrosynthesis dataset with 1.9M reactions from patents (1976-2016). The task is: Predict the reactants needed to synthesize the given product. Given the product [F:1][C:2]1[CH:10]=[C:9]2[C:5]([C:6]([C:20]3[CH:25]=[CH:24][C:23]4[NH:26][C:28]([CH2:29][CH2:30][C:31]([OH:33])=[O:32])=[N:27][C:22]=4[CH:21]=3)=[CH:7][N:8]2[S:11]([C:14]2[CH:15]=[CH:16][CH:17]=[CH:18][CH:19]=2)(=[O:13])=[O:12])=[CH:4][CH:3]=1, predict the reactants needed to synthesize it. The reactants are: [F:1][C:2]1[CH:10]=[C:9]2[C:5]([C:6]([C:20]3[CH:21]=[C:22]([NH2:27])[C:23]([NH2:26])=[CH:24][CH:25]=3)=[CH:7][N:8]2[S:11]([C:14]2[CH:19]=[CH:18][CH:17]=[CH:16][CH:15]=2)(=[O:13])=[O:12])=[CH:4][CH:3]=1.[C:28]1(=O)[O:33][C:31](=[O:32])[CH2:30][CH2:29]1.